Dataset: Catalyst prediction with 721,799 reactions and 888 catalyst types from USPTO. Task: Predict which catalyst facilitates the given reaction. (1) Reactant: [C:1]([O:8][CH3:9])(=[O:7])/[CH:2]=[CH:3]/[C:4]([O-:6])=O.C(Cl)(=O)C(Cl)=O.NCCN[C:20](=[O:26])[O:21][C:22]([CH3:25])([CH3:24])[CH3:23].[CH3:27][CH2:28][N:29](CC)CC. Product: [C:22]([O:21][C:20]([CH2:27][CH2:28][NH:29][C:4](=[O:6])/[CH:3]=[CH:2]/[C:1]([O:8][CH3:9])=[O:7])=[O:26])([CH3:23])([CH3:24])[CH3:25]. The catalyst class is: 59. (2) The catalyst class is: 3. Product: [NH:28]1[C:29]2[C:25](=[CH:24][C:23]([O:22][C:12]3[C:11]4[C:16](=[CH:17][C:18]([O:19][CH3:20])=[C:9]([O:8][CH2:1][C:2]5[CH:7]=[CH:6][CH:5]=[CH:4][CH:3]=5)[CH:10]=4)[N:15]=[CH:14][N:13]=3)=[CH:31][N:30]=2)[CH:26]=[CH:27]1. Reactant: [CH2:1]([O:8][C:9]1[CH:10]=[C:11]2[C:16](=[CH:17][C:18]=1[O:19][CH3:20])[N:15]=[CH:14][N:13]=[C:12]2Cl)[C:2]1[CH:7]=[CH:6][CH:5]=[CH:4][CH:3]=1.[OH:22][C:23]1[CH:24]=[C:25]2[C:29](=[N:30][CH:31]=1)[NH:28][CH:27]=[CH:26]2.C(=O)([O-])[O-].[K+].[K+]. (3) Reactant: [CH3:1][NH2:2].CC1C=CC(S(O[CH2:14][C@H:15]2[O:20][CH2:19][CH2:18][N:17]([C:21]3[CH:26]=[C:25]([Br:27])[CH:24]=[CH:23][N:22]=3)[CH2:16]2)(=O)=O)=CC=1. Product: [Br:27][C:25]1[CH:24]=[CH:23][N:22]=[C:21]([N:17]2[CH2:18][CH2:19][O:20][C@H:15]([CH2:14][NH:2][CH3:1])[CH2:16]2)[CH:26]=1. The catalyst class is: 5. (4) The catalyst class is: 2. Product: [Cl:1][C:2]1[CH:7]=[CH:6][CH:5]=[CH:4][C:3]=1[C:8]1[C:9]([CH2:27][C:28](=[O:30])[NH:39][C:37](=[NH:38])[N:32]2[CH:36]=[CH:35][CH:34]=[N:33]2)=[C:10]([C:13]2[CH:18]=[CH:17][C:16]([C:19]([NH:21][CH:22]([CH2:25][CH3:26])[CH2:23][CH3:24])=[O:20])=[CH:15][CH:14]=2)[S:11][CH:12]=1. Reactant: [Cl:1][C:2]1[CH:7]=[CH:6][CH:5]=[CH:4][C:3]=1[C:8]1[C:9]([CH2:27][C:28]([OH:30])=O)=[C:10]([C:13]2[CH:18]=[CH:17][C:16]([C:19]([NH:21][CH:22]([CH2:25][CH3:26])[CH2:23][CH3:24])=[O:20])=[CH:15][CH:14]=2)[S:11][CH:12]=1.Cl.[N:32]1([C:37]([NH2:39])=[NH:38])[CH:36]=[CH:35][CH:34]=[N:33]1.C(N(C(C)C)CC)(C)C. (5) Reactant: Cl[C:2]1[C:7]([C:8]([O:10][CH2:11][CH3:12])=[O:9])=[CH:6][N:5]=[C:4]([S:13][CH3:14])[N:3]=1.C1COCC1.[OH-].[NH4+:21]. Product: [NH2:21][C:2]1[C:7]([C:8]([O:10][CH2:11][CH3:12])=[O:9])=[CH:6][N:5]=[C:4]([S:13][CH3:14])[N:3]=1. The catalyst class is: 6. (6) Reactant: Cl.[F:2][C:3]1[CH:8]=[CH:7][C:6]([C@@H:9]2[O:14][CH2:13][CH2:12][NH:11][CH2:10]2)=[CH:5][CH:4]=1.Cl[C:16]1[N:17]([CH3:30])[C:18](=[O:29])[CH:19]=[C:20]([C:22]2[C:27]([F:28])=[CH:26][N:25]=[CH:24][N:23]=2)[N:21]=1.C(N(CC)CC)C.Cl. Product: [F:28][C:27]1[C:22]([C:20]2[N:21]=[C:16]([N:11]3[CH2:12][CH2:13][O:14][C@@H:9]([C:6]4[CH:5]=[CH:4][C:3]([F:2])=[CH:8][CH:7]=4)[CH2:10]3)[N:17]([CH3:30])[C:18](=[O:29])[CH:19]=2)=[N:23][CH:24]=[N:25][CH:26]=1. The catalyst class is: 7. (7) Reactant: [CH2:1]([N:8]1[C:16]2[C:11](=[CH:12][CH:13]=[C:14]([O:17][CH3:18])[CH:15]=2)[CH:10]=[C:9]1[C:19](O)([CH3:21])[CH3:20])[C:2]1[CH:7]=[CH:6][CH:5]=[CH:4][CH:3]=1.Cl.CCOCC. Product: [CH2:1]([N:8]1[C:16]2[C:11](=[CH:12][CH:13]=[C:14]([O:17][CH3:18])[CH:15]=2)[CH:10]=[C:9]1[CH:19]([CH3:21])[CH3:20])[C:2]1[CH:3]=[CH:4][CH:5]=[CH:6][CH:7]=1. The catalyst class is: 591. (8) Reactant: [C:1]([NH:11][C@H:12]([C:16]([O:18][CH2:19][CH:20]([OH:37])[CH2:21][C:22]([CH3:36])([CH3:35])[C:23]([O:25][CH2:26][C:27]1[CH:32]=[CH:31][C:30]([O:33][CH3:34])=[CH:29][CH:28]=1)=[O:24])=[O:17])[CH:13]([CH3:15])[CH3:14])([O:3][CH2:4][C:5]1[CH:10]=[CH:9][CH:8]=[CH:7][CH:6]=1)=[O:2].N1C=CC=CC=1.[C:44](Cl)(=[O:62])[CH2:45][CH2:46][CH2:47][CH2:48][CH2:49][CH2:50][CH2:51][CH2:52][CH2:53][CH2:54][CH2:55][CH2:56][CH2:57][CH2:58][CH2:59][CH2:60][CH3:61]. Product: [C:1]([NH:11][C@H:12]([C:16]([O:18][CH2:19][CH:20]([O:37][C:44](=[O:62])[CH2:45][CH2:46][CH2:47][CH2:48][CH2:49][CH2:50][CH2:51][CH2:52][CH2:53][CH2:54][CH2:55][CH2:56][CH2:57][CH2:58][CH2:59][CH2:60][CH3:61])[CH2:21][C:22]([CH3:35])([CH3:36])[C:23]([O:25][CH2:26][C:27]1[CH:28]=[CH:29][C:30]([O:33][CH3:34])=[CH:31][CH:32]=1)=[O:24])=[O:17])[CH:13]([CH3:15])[CH3:14])([O:3][CH2:4][C:5]1[CH:6]=[CH:7][CH:8]=[CH:9][CH:10]=1)=[O:2]. The catalyst class is: 2. (9) The catalyst class is: 3. Reactant: Cl.[CH:2]12[CH2:11][CH:6]3[CH2:7][CH:8]([CH2:10][CH:4]([CH2:5]3)[CH:3]1[NH:12][C:13](=[O:23])[CH2:14][N:15]1[CH2:20][CH2:19][CH2:18][NH:17][S:16]1(=[O:22])=[O:21])[CH2:9]2.C([O-])([O-])=O.[K+].[K+].Br[CH2:31][CH2:32][C:33]1[CH:38]=[CH:37][CH:36]=[CH:35][CH:34]=1. Product: [CH:2]12[CH2:11][CH:6]3[CH2:7][CH:8]([CH2:10][CH:4]([CH2:5]3)[CH:3]1[NH:12][C:13](=[O:23])[CH2:14][N:15]1[CH2:20][CH2:19][CH2:18][N:17]([CH2:31][CH2:32][C:33]3[CH:38]=[CH:37][CH:36]=[CH:35][CH:34]=3)[S:16]1(=[O:22])=[O:21])[CH2:9]2. (10) Reactant: [NH2:1][C:2]1[N:3]([CH3:23])[O:4][C:5]2([C:15]3[C:10](=[CH:11][CH:12]=[C:13]([OH:16])[CH:14]=3)[O:9][CH:8]([C:17]3[CH:22]=[CH:21][CH:20]=[CH:19][CH:18]=3)[CH2:7]2)[N:6]=1.Br[CH2:25][C:26]1[CH:31]=[CH:30][CH:29]=[CH:28][CH:27]=1.C([O-])([O-])=O.[K+].[K+]. Product: [CH2:25]([O:16][C:13]1[CH:14]=[C:15]2[C:5]3([O:4][N:3]([CH3:23])[C:2]([NH2:1])=[N:6]3)[CH2:7][CH:8]([C:17]3[CH:18]=[CH:19][CH:20]=[CH:21][CH:22]=3)[O:9][C:10]2=[CH:11][CH:12]=1)[C:26]1[CH:31]=[CH:30][CH:29]=[CH:28][CH:27]=1. The catalyst class is: 21.